Dataset: Forward reaction prediction with 1.9M reactions from USPTO patents (1976-2016). Task: Predict the product of the given reaction. (1) Given the reactants [CH3:1][C:2]1[CH:3]=[CH:4][C:5]([O:15][CH2:16][C:17]2[CH:22]=[CH:21][C:20]([F:23])=[CH:19][CH:18]=2)=[C:6]([C:8](=O)[CH2:9][CH2:10][C:11](=O)[CH3:12])[CH:7]=1.[CH3:24][O:25][C:26](=[O:41])[C:27]1[CH:32]=[C:31]([N:33]2[CH2:38][CH2:37][CH2:36][CH2:35][C:34]2=[O:39])[CH:30]=[C:29]([NH2:40])[CH:28]=1.CC1C=CC(S(O)(=O)=O)=CC=1, predict the reaction product. The product is: [CH3:24][O:25][C:26](=[O:41])[C:27]1[CH:32]=[C:31]([N:33]2[CH2:38][CH2:37][CH2:36][CH2:35][C:34]2=[O:39])[CH:30]=[C:29]([N:40]2[C:11]([CH3:12])=[CH:10][CH:9]=[C:8]2[C:6]2[CH:7]=[C:2]([CH3:1])[CH:3]=[CH:4][C:5]=2[O:15][CH2:16][C:17]2[CH:22]=[CH:21][C:20]([F:23])=[CH:19][CH:18]=2)[CH:28]=1. (2) Given the reactants [C:1](Cl)(=[O:8])[C:2]1[CH:7]=[CH:6][CH:5]=[CH:4][CH:3]=1.Cl.[NH2:11][C:12]1[CH:13]=[C:14]([B:21]([OH:23])[OH:22])[CH:15]=[C:16]([N+:18]([O-:20])=[O:19])[CH:17]=1, predict the reaction product. The product is: [C:1]([NH:11][C:12]1[CH:13]=[C:14]([B:21]([OH:23])[OH:22])[CH:15]=[C:16]([N+:18]([O-:20])=[O:19])[CH:17]=1)(=[O:8])[C:2]1[CH:7]=[CH:6][CH:5]=[CH:4][CH:3]=1.